From a dataset of NCI-60 drug combinations with 297,098 pairs across 59 cell lines. Regression. Given two drug SMILES strings and cell line genomic features, predict the synergy score measuring deviation from expected non-interaction effect. (1) Drug 1: CN(C)N=NC1=C(NC=N1)C(=O)N. Drug 2: CC(C)CN1C=NC2=C1C3=CC=CC=C3N=C2N. Cell line: A498. Synergy scores: CSS=2.29, Synergy_ZIP=1.29, Synergy_Bliss=1.91, Synergy_Loewe=-0.197, Synergy_HSA=0.0115. (2) Drug 1: C1=CC(=CC=C1CC(C(=O)O)N)N(CCCl)CCCl.Cl. Drug 2: CN(CCCl)CCCl.Cl. Cell line: MDA-MB-435. Synergy scores: CSS=-7.00, Synergy_ZIP=4.69, Synergy_Bliss=3.50, Synergy_Loewe=-4.46, Synergy_HSA=-3.52.